From a dataset of Full USPTO retrosynthesis dataset with 1.9M reactions from patents (1976-2016). Predict the reactants needed to synthesize the given product. Given the product [Br:1][C:2]1[CH:3]=[CH:4][C:5]([CH:8]([C:23]2[CH:24]=[CH:25][C:26]([Br:29])=[CH:27][CH:28]=2)[S:9][CH2:10][CH2:11][NH:13][CH2:14][CH2:15][CH2:16][C:17]2[CH:22]=[CH:21][CH:20]=[CH:19][CH:18]=2)=[CH:6][CH:7]=1, predict the reactants needed to synthesize it. The reactants are: [Br:1][C:2]1[CH:7]=[CH:6][C:5]([CH:8]([C:23]2[CH:28]=[CH:27][C:26]([Br:29])=[CH:25][CH:24]=2)[S:9][CH2:10][C:11]([NH:13][CH2:14][CH2:15][CH2:16][C:17]2[CH:22]=[CH:21][CH:20]=[CH:19][CH:18]=2)=O)=[CH:4][CH:3]=1.B.C1COCC1.C1COCC1.